This data is from B-cell epitopes from IEDB database with 3,159 antigens for binding position prediction. The task is: Token-level Classification. Given an antigen amino acid sequence, predict which amino acid positions are active epitope sites capable of antibody binding. Output is a list of indices for active positions. (1) Given the antigen sequence: MPEAKPAAKKAPKGKDAPKGAPKEAPPKEAPAEAPKEAPPEDQSPTAEEPTGVFLKKPDSVSVETGKDAVVVAKVNGKELPDKPTIKWFKGKWLELGSKSGARFSFKESHNSASNVYTVELHIGKVVLGDRGYYRLEVKAKDTCDSCGFNIDVEAPRQDASGQSLESFKRTSEKKSDTAGELDFSGLLKKREVVEEEKKKKKKDDDDLGIPPEIWELLKGAKKSEYEKIAFQYGITDLRGMLKRLKKAKVEVKKSAAFTKKLDPAYQVDRGNKIKLMVEISDPDLTLKWFKNGQEIKPSSKYVFENVGKKRILTINKCTLADDAAYEVAVKDEKCFTELFVKEPPVLIVTPLEDQQVFVGDRVEMAVEVSEEGAQVMWMKDGVELTREDSFKARYRFKKDGKRHILIFSDVVQEDRGRYQVITNGGQCEAELIVEEKQLEVLQDIADLTVKASEQAVFKCEVSDEKVTGKWYKNGVEVRPSKRITISHVGRFHKLVIDDV..., which amino acid positions are active epitope sites? The epitope positions are: [455, 456, 457, 458, 459, 460, 461, 462, 463, 464, 465, 466, 467, 468, 469, 470, 471, 472, 473, 474... (29 total positions)]. The amino acids at these positions are: AVFKCEVSDEKVTGKWYKNGVEVRPSKRI. (2) Given the antigen sequence: MFFSLLLMLGLTEAEKIKICLQKQVNSSFSLHNGFGGNLYATEEKRMFELVKPKAGASVLNQSTWIGFGDSRTDKSNSAFPRSADVSAKTADKFRSLSGGSLMLSMFGPPGKVDYLYQGCGKHKVFYEGVNWSPHAAINCYRKNWTDIKLNFQKNIYELASQSHCMSLVNALDKTIPLQATAGVAKNCNNSFLKNPALYTQEVNPSVEKCGKENLAFFTLPTQFGTYECKLHLVASCYFIYDSKEVYNKRGCDNYFQVIYDSSGKVVGGLDNRVSPYTGNSGDTPTMQCDMLQLKPGRYSVRSSPRFLLMPERSYCFDMKEKGPVTAVQSIWGKGRESDHAVDQACLSTPGCMLIQKQKPYIGEADDHHGDQEMRELLSGLDYEARCISQSGWVNETSPFTEEYLLPPKFGRCPLAAKEESIPKIPDGLLIPTSGTDTTVTKPKSRIFGIDDLIIGLLFVAIVEAGIGGYLLGSRKVSGGGVTKESAEKGFEKIGNDIQI..., which amino acid positions are active epitope sites? The epitope positions are: [396, 397, 398, 399, 400, 401, 402, 403, 404, 405, 406, 407, 408]. The amino acids at these positions are: TSPFTEEYLLPPK. (3) Given the antigen sequence: MVVKVGINGFGRIGRLAFRRIQNVEGVEVTRINDLTDPNMLAHLLKYDTTQGRFDGTVEVKEGGFEVNGNFIKVSAERDPENIDWATDGVEIVLEATGFFAKKEAAEKHLHANGAKKVVITAPGGNDVKTVVFNTNHDILDGTETVISGASCTTNCLAPMAKALHDAFGIQKGLMTTIHAYTGDQMILDGPHRGGDLRRARAGAANIVPNSTGAAKAIGLVIPELNGKLDGAAQRVPVPTGSVTELVVTLDKNVSVDEINAAMKAASNDSFGYTEDPIVSSDIVGVSYGSLFDATQTKVMEVDGSQLVKVVSWYDNEMSYTAQLVRTLEYFAKIAK, which amino acid positions are active epitope sites? The epitope positions are: [47, 48, 49, 50, 51, 52, 53, 54]. The amino acids at these positions are: DTTQGRFD. (4) Given the antigen sequence: ASVTFWTLDNVDRTLVFTGNPGSAAIETITVGPAENTTVEFPGSWVGNWYAYPTDAEDVPGMLGEVQFGGWNGLTYFDVSAIVNPTDHDNVKQMWPAESRKPMSGCEVFPCDNAYWLPDDIQTKVTHEVDLWTTLGAGSTGLTF, which amino acid positions are active epitope sites? The epitope positions are: [84, 85, 86, 87, 88, 89, 90, 91, 92, 93, 94, 95]. The amino acids at these positions are: PTDHDNVKQMWP. (5) Given the antigen sequence: MTKRLRAEDDFNPVYPYGYARNQNIPFLTPPFVSSNGFQNFPPGVLSLKLADPITINNQNVSLKVGGGLTLQEETGKLTVNTEPPLHLTNNKLGIALDAPFDVIDNKLTLLAGHGLSIITKETSTLPGLVNTLVVLTGKGIGTDLSNNGGNICVRVGEGGGLSFNDNGDLVAFNKKEDKRTLWTTPDTSPNCRIDQDKDSKLSLVLTKCGSQILANVSLIVVAGRYKIINNNTNPALKGFTIKLLFDKNGVLMESSNLGKSYWNFRNQNSIMSTAYEKAIGFMPNLVAYPKPTTGSKKYARDIVYGNIYLGGKPHQPVTIKTTFNQETGCEYSITFDFSWAKTYVNVEFETTSFTFSYIAQE, which amino acid positions are active epitope sites? The epitope positions are: [182, 183, 184, 185, 186, 187, 188, 189, 190, 191, 192, 193, 194, 195, 196]. The amino acids at these positions are: WTTPDTSPNCRIDQD. (6) Given the antigen sequence: MDIDPYKEFGATVELLSFLPSDFFPSVRDLLDTASALYREALESPEHCSHHHTALRQAILCWGELMNLATWVGSNLDDPTSRDQVVSYVNTNMGLKFRQLLWFHISCLTFGREVVLEYLVSFGVWIRTPPAYRPPNAPILSTLPETTVVRRRGRSPRRRTPSPRRRRSQSPRRRRSQSRESQC, which amino acid positions are active epitope sites? The epitope positions are: [20, 21, 22, 23, 24, 25, 26, 27, 28, 29, 30, 31, 32, 33, 34, 35, 36, 37, 38, 39... (25 total positions)]. The amino acids at these positions are: SDFFPSVRDLLDTASALYREALESP. (7) Given the antigen sequence: MDVTIQHPWFKRTLGPFYPSRLFDQFFGEGLFEYDLLPFLSSTITPYYRQSLFRTVLDSGISE, which amino acid positions are active epitope sites? The epitope positions are: [6, 7, 8, 9, 10, 11, 12, 13, 14, 15, 16, 17, 18, 19, 20]. The amino acids at these positions are: HPWFKRTLGPFYPSR. (8) Given the antigen sequence: MASPGSGFWSFGSEDGSGDPENPGTARAWCQVAQKFTGGIGNKLCALLYGDSEKPAESGGSVTSRAATRKVACTCDQKPCSCPKGDVNYALLHATDLLPACEGERPTLAFLQDVMNILLQYVVKSFDRSTKVIDFHYPNELLQEYNWELADQPQNLEEILTHCQTTLKYAIKTGHPRYFNQLSTGLDMVGLAADWLTSTANTNMFTYEIAPVFVLLEYVTLKKMREIIGWPGGSGDGIFSPGGAISNMYAMLIARYKMFPEVKEKGMAAVPRLIAFTSEHSHFSLKKGAAALGIGTDSVILIKCDERGKMIPSDLERRILEVKQKGFVPFLVSATAGTTVYGAFDPLLAVADICKKYKIWMHVDAAWGGGLLMSRKHKWKLNGVERANSVTWNPHKMMGVPLQCSALLVREEGLMQSCNQMHASYLFQQDKHYDLSYDTGDKALQCGRHVDVFKLWLMWRAKGTTGFEAHIDKCLELAEYLYNIIKNREGYEMVFDGKPQ..., which amino acid positions are active epitope sites? The epitope positions are: [3, 4, 5, 6, 7, 8, 9, 10, 11, 12, 13, 14, 15, 16, 17, 18, 19, 20]. The amino acids at these positions are: PGSGFWSFGSEDGSGDPE.